From a dataset of Catalyst prediction with 721,799 reactions and 888 catalyst types from USPTO. Predict which catalyst facilitates the given reaction. Reactant: [NH:1]1[C:9]2[C:4](=[CH:5][CH:6]=[CH:7][C:8]=2[C:10](OC)=[O:11])[CH:3]=[CH:2]1.[H-].[H-].[H-].[H-].[Li+].[Al+3]. Product: [NH:1]1[C:9]2[C:4](=[CH:5][CH:6]=[CH:7][C:8]=2[CH2:10][OH:11])[CH:3]=[CH:2]1. The catalyst class is: 1.